Dataset: Reaction yield outcomes from USPTO patents with 853,638 reactions. Task: Predict the reaction yield, written as a fraction of the theoretical maximum amount of product (1.0 means a 100% yield; for example, 0.34 means a 34% yield). (1) The reactants are C[Si]([C:5]#[C:6][C:7]1[CH:12]=[CH:11][C:10]([CH2:13][OH:14])=[CH:9][CH:8]=1)(C)C.CCCC[N+](CCCC)(CCCC)CCCC.[F-]. The catalyst is C1COCC1. The product is [C:6]([C:7]1[CH:12]=[CH:11][C:10]([CH2:13][OH:14])=[CH:9][CH:8]=1)#[CH:5]. The yield is 0.880. (2) The reactants are [NH2:1][C:2]1[S:6][C:5]([C:7]([O:9][CH2:10][C:11]2[CH:16]=[CH:15][CH:14]=[CH:13][CH:12]=2)=[O:8])=[C:4]([CH3:17])[C:3]=1[C:18]([O:20][C:21]([CH3:24])([CH3:23])[CH3:22])=[O:19].[C:25](Cl)(=[O:32])[O:26][CH2:27][C:28]([Cl:31])([Cl:30])[Cl:29]. The catalyst is N1C=CC=CC=1. The product is [CH3:17][C:4]1[C:3]([C:18]([O:20][C:21]([CH3:24])([CH3:23])[CH3:22])=[O:19])=[C:2]([NH:1][C:25]([O:26][CH2:27][C:28]([Cl:31])([Cl:30])[Cl:29])=[O:32])[S:6][C:5]=1[C:7]([O:9][CH2:10][C:11]1[CH:16]=[CH:15][CH:14]=[CH:13][CH:12]=1)=[O:8]. The yield is 0.310. (3) The catalyst is C(OCC)(=O)C.CO.O1CCOCC1.[Pd]. The reactants are [CH2:1]([C@H:8]([NH:39][C:40](=[O:57])[C@H:41]([CH2:53][CH:54]([CH3:56])[CH3:55])[NH:42]C(OCC1C=CC=CC=1)=O)[C@@H:9]([OH:38])[CH2:10][C@@H:11]([NH:25][C:26](=[O:37])[C@H:27]([C:33]([CH3:36])([CH3:35])[CH3:34])[NH:28][C:29]([O:31][CH3:32])=[O:30])[CH2:12][C:13]1[CH:18]=[CH:17][C:16]([C:19]2[CH:24]=[CH:23][CH:22]=[CH:21][N:20]=2)=[CH:15][CH:14]=1)[C:2]1[CH:7]=[CH:6][CH:5]=[CH:4][CH:3]=1.Cl.[H][H]. The yield is 1.00. The product is [CH2:1]([C@H:8]([NH:39][C:40](=[O:57])[C@H:41]([CH2:53][CH:54]([CH3:55])[CH3:56])[NH2:42])[C@@H:9]([OH:38])[CH2:10][C@@H:11]([NH:25][C:26](=[O:37])[C@H:27]([C:33]([CH3:36])([CH3:35])[CH3:34])[NH:28][C:29]([O:31][CH3:32])=[O:30])[CH2:12][C:13]1[CH:18]=[CH:17][C:16]([C:19]2[CH:24]=[CH:23][CH:22]=[CH:21][N:20]=2)=[CH:15][CH:14]=1)[C:2]1[CH:7]=[CH:6][CH:5]=[CH:4][CH:3]=1. (4) The reactants are [N+:1]([C:4]1[CH:10]=[CH:9][C:7]([NH2:8])=[C:6]([C:11]#[C:12][C:13]2[CH:18]=[CH:17][CH:16]=[CH:15][N:14]=2)[CH:5]=1)([O-:3])=[O:2].CC([O-])(C)C.[K+]. The catalyst is CN(C=O)C.O. The product is [N+:1]([C:4]1[CH:5]=[C:6]2[C:7](=[CH:9][CH:10]=1)[NH:8][C:12]([C:13]1[CH:18]=[CH:17][CH:16]=[CH:15][N:14]=1)=[CH:11]2)([O-:3])=[O:2]. The yield is 0.670. (5) The reactants are [OH:1][C:2]1[CH:9]=[C:8]([CH3:10])[C:5]([CH:6]=[O:7])=[C:4]([CH3:11])[C:3]=1[CH3:12].[H-].[Na+].Br[CH2:16][C:17]#[C:18][CH2:19][CH3:20].Cl. The catalyst is CN(C)C=O. The product is [CH2:16]([O:1][C:2]1[CH:9]=[C:8]([CH3:10])[C:5]([CH:6]=[O:7])=[C:4]([CH3:11])[C:3]=1[CH3:12])[C:17]#[C:18][CH2:19][CH3:20]. The yield is 0.970. (6) The reactants are [NH2:1][C:2]1[C:10]([OH:11])=[C:9]2[C:5]([CH2:6][N:7]([CH3:13])[C:8]2=[O:12])=[CH:4][CH:3]=1.[CH2:14]([O:16][C:17]1[C:18](=O)[C:19](=[O:24])[C:20]=1[O:21]CC)[CH3:15]. The catalyst is C(O)C. The product is [CH2:14]([O:16][C:17]1[C:20](=[O:21])[C:19](=[O:24])[C:18]=1[NH:1][C:2]1[C:10]([OH:11])=[C:9]2[C:5](=[CH:4][CH:3]=1)[CH2:6][N:7]([CH3:13])[C:8]2=[O:12])[CH3:15]. The yield is 0.730. (7) The reactants are Br[C:2]1[C:7]2[C:8](=[O:24])[N:9]3[CH2:16][CH2:15][N:14]([C:17]([O:19][C:20]([CH3:23])([CH3:22])[CH3:21])=[O:18])[CH2:13][CH:10]3[CH2:11][O:12][C:6]=2[CH:5]=[CH:4][CH:3]=1.[F:25][C:26]1[CH:31]=[CH:30][C:29](B(O)O)=[CH:28][CH:27]=1.C(=O)([O-])[O-].[K+].[K+].O. The catalyst is O1CCOCC1.O.Cl[Pd](Cl)([P](C1C=CC=CC=1)(C1C=CC=CC=1)C1C=CC=CC=1)[P](C1C=CC=CC=1)(C1C=CC=CC=1)C1C=CC=CC=1. The product is [F:25][C:26]1[CH:31]=[CH:30][C:29]([C:2]2[C:7]3[C:8](=[O:24])[N:9]4[CH2:16][CH2:15][N:14]([C:17]([O:19][C:20]([CH3:23])([CH3:21])[CH3:22])=[O:18])[CH2:13][CH:10]4[CH2:11][O:12][C:6]=3[CH:5]=[CH:4][CH:3]=2)=[CH:28][CH:27]=1. The yield is 0.840.